From a dataset of Forward reaction prediction with 1.9M reactions from USPTO patents (1976-2016). Predict the product of the given reaction. (1) The product is: [C:1]([O:4][C:5]1[CH:10]=[CH:9][C:8]([CH2:11][CH2:12][I:41])=[CH:7][C:6]=1[O:24][CH3:25])(=[O:3])[CH3:2]. Given the reactants [C:1]([O:4][C:5]1[CH:10]=[CH:9][C:8]([CH2:11][CH2:12]OS(C2C=CC(C)=CC=2)(=O)=O)=[CH:7][C:6]=1[O:24][CH3:25])(=[O:3])[CH3:2].C(OC1C=CC(CCO)=CC=1OC)(=O)C.[I-:41].[Na+], predict the reaction product. (2) Given the reactants [Cl:1][C:2]1[C:3]([NH:16][CH:17]2[CH2:24][CH:20]3[CH2:21][NH:22][CH2:23][CH:19]3[CH2:18]2)=[N:4][C:5]([NH:8][C:9]2[CH:10]=[N:11][N:12]([CH3:15])[C:13]=2[CH3:14])=[N:6][CH:7]=1.[C:25]([CH2:27][C:28](O)=[O:29])#[N:26].CN(C(ON1N=NC2C=CC=NC1=2)=[N+](C)C)C.F[P-](F)(F)(F)(F)F.CCN(CC)CC, predict the reaction product. The product is: [Cl:1][C:2]1[C:3]([NH:16][CH:17]2[CH2:24][CH:20]3[CH2:21][N:22]([C:28](=[O:29])[CH2:27][C:25]#[N:26])[CH2:23][CH:19]3[CH2:18]2)=[N:4][C:5]([NH:8][C:9]2[CH:10]=[N:11][N:12]([CH3:15])[C:13]=2[CH3:14])=[N:6][CH:7]=1. (3) The product is: [NH2:28][C:25]1[CH:26]=[C:27]2[C:22](=[CH:23][C:24]=1[N:31]1[CH2:32][CH2:33][CH:34]([N:37]3[CH2:38][CH2:39][CH2:40][CH2:41]3)[CH2:35][CH2:36]1)[N:21]=[CH:20][C:19]([C:42]#[N:43])=[C:18]2[NH:17][C:6]1[CH:7]=[CH:8][C:9]([S:10][C:11]2[N:12]([CH3:16])[CH:13]=[CH:14][N:15]=2)=[C:4]([Cl:3])[CH:5]=1. Given the reactants [Cl-].[NH4+].[Cl:3][C:4]1[CH:5]=[C:6]([NH:17][C:18]2[C:27]3[C:22](=[CH:23][C:24]([N:31]4[CH2:36][CH2:35][CH:34]([N:37]5[CH2:41][CH2:40][CH2:39][CH2:38]5)[CH2:33][CH2:32]4)=[C:25]([N+:28]([O-])=O)[CH:26]=3)[N:21]=[CH:20][C:19]=2[C:42]#[N:43])[CH:7]=[CH:8][C:9]=1[S:10][C:11]1[N:12]([CH3:16])[CH:13]=[CH:14][N:15]=1.C(=O)(O)[O-].[Na+], predict the reaction product. (4) Given the reactants C[C:2]#[N:3].[CH2:4]([Li])CCC.[Cl:9][C:10]1[C:21]([Cl:22])=[CH:20][C:13]2[NH:14][C:15]([C:17](=[O:19])[CH3:18])=[N:16][C:12]=2[CH:11]=1.O, predict the reaction product. The product is: [Cl:22][C:21]1[C:10]([Cl:9])=[CH:11][C:12]2[NH:16][C:15]([C:17]([OH:19])([CH3:4])[CH2:18][C:2]#[N:3])=[N:14][C:13]=2[CH:20]=1.